Dataset: Catalyst prediction with 721,799 reactions and 888 catalyst types from USPTO. Task: Predict which catalyst facilitates the given reaction. Reactant: [NH:1]=[C:2]1[C:11]2[N:10]=[CH:9][CH:8]=[CH:7][C:6]=2[CH:5]=[CH:4][N:3]1[NH2:12].CC1C=C(C)C=C(C)C=1S([O-])(=O)=O.[OH-].[Na+].[OH:28][CH2:29][C:30](OC)=O. Product: [N:1]1[C:30]([CH2:29][OH:28])=[N:12][N:3]2[C:2]=1[C:11]1[N:10]=[CH:9][CH:8]=[CH:7][C:6]=1[CH:5]=[CH:4]2. The catalyst class is: 14.